The task is: Predict the reactants needed to synthesize the given product.. This data is from Full USPTO retrosynthesis dataset with 1.9M reactions from patents (1976-2016). (1) Given the product [CH2:1]([O:3][C:4]([C:6]1[C:14]2[C:9](=[CH:10][CH:11]=[C:12]([O:15][C:35]3[CH:34]=[CH:33][C:42]4[C:37](=[CH:38][CH:39]=[CH:40][CH:41]=4)[CH:36]=3)[CH:13]=2)[N:8]([C:16]2[CH:21]=[CH:20][C:19]([N:22]([CH2:25][CH3:26])[CH2:23][CH3:24])=[CH:18][CH:17]=2)[C:7]=1[CH2:27][C:28]([O:30][CH2:31][CH3:32])=[O:29])=[O:5])[CH3:2], predict the reactants needed to synthesize it. The reactants are: [CH2:1]([O:3][C:4]([C:6]1[C:14]2[C:9](=[CH:10][CH:11]=[C:12]([OH:15])[CH:13]=2)[N:8]([C:16]2[CH:21]=[CH:20][C:19]([N:22]([CH2:25][CH3:26])[CH2:23][CH3:24])=[CH:18][CH:17]=2)[C:7]=1[CH2:27][C:28]([O:30][CH2:31][CH3:32])=[O:29])=[O:5])[CH3:2].[CH:33]1[C:42]2[C:37](=[CH:38][CH:39]=[CH:40][CH:41]=2)[CH:36]=[CH:35][C:34]=1B(O)O. (2) Given the product [Cl:10][C:2]1[CH:7]=[C:6]([CH3:8])[CH:5]=[C:4]([CH3:9])[N:3]=1, predict the reactants needed to synthesize it. The reactants are: N[C:2]1[CH:7]=[C:6]([CH3:8])[CH:5]=[C:4]([CH3:9])[N:3]=1.[Cl-:10].[Na+].N([O-])=O.[Na+].C(=O)(O)[O-]. (3) The reactants are: [CH3:1][S:2][C:3]1[CH:8]=[CH:7][CH:6]=[CH:5][C:4]=1[NH:9][C:10]1[N:15]2[N:16]=[CH:17][C:18]([C:19](O)=[O:20])=[C:14]2[N:13]=[CH:12][C:11]=1[C:22]([N:24]1[CH2:29][CH2:28][CH:27]([C:30]2[CH:35]=[CH:34][CH:33]=[CH:32][CH:31]=2)[CH2:26][CH2:25]1)=[O:23].[CH2:36]([S:38]([NH2:41])(=[O:40])=[O:39])[CH3:37]. Given the product [CH3:1][S:2][C:3]1[CH:8]=[CH:7][CH:6]=[CH:5][C:4]=1[NH:9][C:10]1[N:15]2[N:16]=[CH:17][C:18]([C:19]([NH:41][S:38]([CH2:36][CH3:37])(=[O:40])=[O:39])=[O:20])=[C:14]2[N:13]=[CH:12][C:11]=1[C:22]([N:24]1[CH2:29][CH2:28][CH:27]([C:30]2[CH:35]=[CH:34][CH:33]=[CH:32][CH:31]=2)[CH2:26][CH2:25]1)=[O:23], predict the reactants needed to synthesize it.